From a dataset of Catalyst prediction with 721,799 reactions and 888 catalyst types from USPTO. Predict which catalyst facilitates the given reaction. (1) Reactant: CI.[C:3]([O:7][C:8](=[O:28])[NH:9][C@:10]1([C:15]([NH:17][S:18]([C:21]2[CH:26]=[CH:25][CH:24]=[CH:23][C:22]=2[NH2:27])(=[O:20])=[O:19])=[O:16])[CH2:12][C@H:11]1[CH:13]=[CH2:14])([CH3:6])([CH3:5])[CH3:4].[C:29]([O-])([O-])=O.[K+].[K+]. Product: [C:3]([O:7][C:8](=[O:28])[NH:9][C@:10]1([C:15]([NH:17][S:18]([C:21]2[CH:26]=[CH:25][CH:24]=[CH:23][C:22]=2[NH:27][CH3:29])(=[O:20])=[O:19])=[O:16])[CH2:12][C@H:11]1[CH:13]=[CH2:14])([CH3:4])([CH3:5])[CH3:6]. The catalyst class is: 3. (2) Reactant: C1COCC1.[H-].[Na+].[CH3:8][C:9]1[CH:10]=[C:11]([CH:14]=[C:15]([CH3:27])[C:16]=1[O:17][C:18]1[CH:23]=[CH:22][C:21]([N+:24]([O-:26])=[O:25])=[CH:20][N:19]=1)[CH:12]=O.[CH3:28][CH2:29][O:30][C:31]([CH3:33])=[O:32]. Product: [CH3:8][C:9]1[CH:10]=[C:11](/[CH:12]=[CH:33]/[C:31]([O:30][CH2:29][CH3:28])=[O:32])[CH:14]=[C:15]([CH3:27])[C:16]=1[O:17][C:18]1[CH:23]=[CH:22][C:21]([N+:24]([O-:26])=[O:25])=[CH:20][N:19]=1. The catalyst class is: 6. (3) Product: [NH2:12][CH2:11][C:10]1[C:9]([O:13][CH3:14])=[N:8][C:7]([CH3:15])=[CH:6][C:5]=1[CH2:4][CH:3]([CH:16]=[CH2:17])[CH2:2][OH:1]. The catalyst class is: 28. Reactant: [OH:1][CH2:2][CH:3]([CH:16]=[CH2:17])[CH2:4][C:5]1[C:10]([C:11]#[N:12])=[C:9]([O:13][CH3:14])[N:8]=[C:7]([CH3:15])[CH:6]=1.[H-].[H-].[H-].[H-].[Li+].[Al+3].